Dataset: NCI-60 drug combinations with 297,098 pairs across 59 cell lines. Task: Regression. Given two drug SMILES strings and cell line genomic features, predict the synergy score measuring deviation from expected non-interaction effect. Cell line: HCT-15. Drug 2: C1=CC=C(C(=C1)C(C2=CC=C(C=C2)Cl)C(Cl)Cl)Cl. Drug 1: CS(=O)(=O)C1=CC(=C(C=C1)C(=O)NC2=CC(=C(C=C2)Cl)C3=CC=CC=N3)Cl. Synergy scores: CSS=13.8, Synergy_ZIP=0.176, Synergy_Bliss=2.34, Synergy_Loewe=1.00, Synergy_HSA=2.21.